Dataset: Forward reaction prediction with 1.9M reactions from USPTO patents (1976-2016). Task: Predict the product of the given reaction. (1) Given the reactants C([O:3][C:4](=[O:15])[CH2:5][CH:6]([NH2:14])[C:7]1[CH:12]=[CH:11][C:10]([Cl:13])=[CH:9][CH:8]=1)C.[O:16]=[C:17]1[CH2:21][CH2:20][C:19](=[O:22])[N:18]1[CH2:23][CH2:24][O:25][C:26]1[CH:33]=[CH:32][C:29]([CH:30]=O)=[CH:28][C:27]=1[O:34][CH3:35].[CH3:36][CH:37]([CH3:40])[CH:38]=O, predict the reaction product. The product is: [Cl:13][C:10]1[CH:9]=[CH:8][C:7]([CH:6]([N:14]([CH2:30][C:29]2[CH:32]=[CH:33][C:26]([O:25][CH2:24][CH2:23][N:18]3[C:17](=[O:16])[CH2:21][CH2:20][C:19]3=[O:22])=[C:27]([O:34][CH3:35])[CH:28]=2)[CH2:36][CH:37]([CH3:40])[CH3:38])[CH2:5][C:4]([OH:3])=[O:15])=[CH:12][CH:11]=1. (2) Given the reactants Cl.[CH3:2][O:3][C:4](=[O:9])[C@H:5]([CH2:7][OH:8])[NH2:6].[F:10][C:11]1[CH:16]=[CH:15][C:14]([S:17](Cl)(=[O:19])=[O:18])=[CH:13][CH:12]=1, predict the reaction product. The product is: [F:10][C:11]1[CH:16]=[CH:15][C:14]([S:17]([NH:6][C@@H:5]([CH2:7][OH:8])[C:4]([O:3][CH3:2])=[O:9])(=[O:19])=[O:18])=[CH:13][CH:12]=1. (3) Given the reactants CO[C:3](=O)[NH:4][CH2:5][CH:6]([C:13]1[CH:18]=[CH:17][C:16](Br)=[CH:15][CH:14]=1)[C:7]1[CH:8]=[N:9][CH:10]=[CH:11][CH:12]=1.BrC1C=CC(C([C:31]2[CH:32]=[N:33][CH:34]=[CH:35][CH:36]=2)CN)=CC=1.ClC(OC)=O, predict the reaction product. The product is: [N:33]1([CH2:12][CH2:7][C:6]#[C:5][C:16]2[CH:17]=[C:18]3[C:13]([CH:6]([C:7]4[CH:8]=[N:9][CH:10]=[CH:11][CH:12]=4)[CH2:5][NH:4][CH2:3]3)=[CH:14][CH:15]=2)[CH2:32][CH2:31][CH2:36][CH2:35][CH2:34]1. (4) Given the reactants O[CH:2]=[C:3]1[C:11]2[C:6](=[CH:7][CH:8]=[CH:9][CH:10]=2)[NH:5][C:4]1=[O:12].[NH2:13][C:14]1[CH:19]=[CH:18][C:17]([NH:20][S:21]([NH2:24])(=[O:23])=[O:22])=[CH:16][CH:15]=1, predict the reaction product. The product is: [O:12]=[C:4]1[C:3](=[CH:2][NH:13][C:14]2[CH:19]=[CH:18][C:17]([NH:20][S:21]([NH2:24])(=[O:23])=[O:22])=[CH:16][CH:15]=2)[C:11]2[C:6](=[CH:7][CH:8]=[CH:9][CH:10]=2)[NH:5]1. (5) Given the reactants [CH3:1][C:2]1([CH3:10])[O:9][C:7](=[O:8])[CH2:6][C:4](=O)O1.[C:11](=[O:14])([O-:13])[O-].[K+].[K+].[CH3:17]I, predict the reaction product. The product is: [CH3:10][C:2]1([CH3:1])[O:13][C:11](=[O:14])[C:6]([CH3:17])([CH3:4])[C:7](=[O:8])[O:9]1. (6) Given the reactants C([O:8][C:9]1[N:10]=[N:11][C:12]([C:23]#[C:24][CH:25]2[CH2:29][CH2:28][CH2:27][CH2:26]2)=[CH:13][C:14]=1[O:15]CC1C=CC=CC=1)C1C=CC=CC=1, predict the reaction product. The product is: [CH:25]1([CH2:24][CH2:23][C:12]2[CH:13]=[C:14]([OH:15])[C:9](=[O:8])[NH:10][N:11]=2)[CH2:29][CH2:28][CH2:27][CH2:26]1.